From a dataset of Catalyst prediction with 721,799 reactions and 888 catalyst types from USPTO. Predict which catalyst facilitates the given reaction. (1) Reactant: [Cl:1][C:2]1[CH:3]=[CH:4][C:5]([OH:17])=[C:6]([CH:8]=[CH:9][CH2:10][NH:11][CH2:12][C:13]([O:15][CH3:16])=[O:14])[CH:7]=1. Product: [Cl:1][C:2]1[CH:3]=[CH:4][C:5]([OH:17])=[C:6]([CH2:8][CH2:9][CH2:10][NH:11][CH2:12][C:13]([O:15][CH3:16])=[O:14])[CH:7]=1. The catalyst class is: 19. (2) Reactant: C(Br)C.[Mg].[CH3:5][CH:6]([OH:9])[C:7]#[CH:8].[CH3:10][CH:11]([CH2:15]/[CH:16]=[CH:17]\[CH2:18][CH2:19][CH3:20])[CH2:12][CH2:13][OH:14]. Product: [CH3:10][CH:11]([CH2:15]/[CH:16]=[CH:17]\[CH2:18][CH2:19][CH3:20])[CH2:12][CH:13]([OH:14])[C:8]#[C:7][CH:6]([OH:9])[CH3:5]. The catalyst class is: 7. (3) Reactant: CI.[F:3][C:4]([F:21])([F:20])[C:5]1[CH:6]=[CH:7][C:8]([N:11]2[CH2:16][CH2:15][CH:14]([C:17]([OH:19])=[O:18])[CH2:13][CH2:12]2)=[N:9][CH:10]=1.[C:22](=O)([O-])[O-].[K+].[K+].O. Product: [F:21][C:4]([F:3])([F:20])[C:5]1[CH:6]=[CH:7][C:8]([N:11]2[CH2:16][CH2:15][CH:14]([C:17]([O:19][CH3:22])=[O:18])[CH2:13][CH2:12]2)=[N:9][CH:10]=1. The catalyst class is: 3. (4) Product: [Cl:1][C:2]1[CH:3]=[C:4]2[C:9](=[CH:10][C:11]=1[O:12][C:13]1[CH:18]=[CH:17][C:16]([C:19](=[O:30])[NH:20][CH2:21][C:22]3[CH:27]=[CH:26][C:25]([Cl:28])=[C:24]([Cl:29])[CH:23]=3)=[CH:15][CH:14]=1)[O:8][CH2:7][CH2:6][CH:5]2[C:31]([OH:33])=[O:32]. The catalyst class is: 336. Reactant: [Cl:1][C:2]1[CH:3]=[C:4]2[C:9](=[CH:10][C:11]=1[O:12][C:13]1[CH:18]=[CH:17][C:16]([C:19](=[O:30])[NH:20][CH2:21][C:22]3[CH:27]=[CH:26][C:25]([Cl:28])=[C:24]([Cl:29])[CH:23]=3)=[CH:15][CH:14]=1)[O:8][CH2:7][CH2:6][CH:5]2[C:31]([O:33]CC)=[O:32].[OH-].[Na+].C1COCC1.Cl. (5) Reactant: BrC1C(C(C)(C)C)=CC(C(C)(C)C)=CC=1C(C)(C)C.C([Li:24])CCC.[C:25]1([N:31]2[CH2:36][CH2:35][O:34][CH2:33][C:32]2=[O:37])[CH:30]=[CH:29][CH:28]=[CH:27][CH:26]=1.[C:38](=[O:40])=[O:39]. Product: [O:37]=[C:32]1[CH:33]([C:38]([O-:40])=[O:39])[O:34][CH2:35][CH2:36][N:31]1[C:25]1[CH:26]=[CH:27][CH:28]=[CH:29][CH:30]=1.[Li+:24]. The catalyst class is: 1. (6) Reactant: [C:1]([C:5]1[CH:6]=[C:7]([C:15](=[O:17])[CH3:16])[CH:8]=[C:9]([C:11](O)([CH3:13])[CH3:12])[CH:10]=1)([CH3:4])([CH3:3])[CH3:2].[Br-:18].[Br-].[Br-].C1([N+](C)(C)C)C=CC=CC=1.C1([N+](C)(C)C)C=CC=CC=1.C1([N+](C)(C)C)C=CC=CC=1.O.[C:52](=[O:55])([O-])O.[Na+]. Product: [Br:18][CH2:16][C:15]([C:7]1[CH:8]=[C:9]([C:11]([O:55][CH3:52])([CH3:13])[CH3:12])[CH:10]=[C:5]([C:1]([CH3:4])([CH3:3])[CH3:2])[CH:6]=1)=[O:17]. The catalyst class is: 36.